Predict the reactants needed to synthesize the given product. From a dataset of Full USPTO retrosynthesis dataset with 1.9M reactions from patents (1976-2016). (1) Given the product [CH2:13]([O:20][C:21]([NH:3][C:1](=[N:2][C:21]([O:20][CH2:13][C:12]1[CH:11]=[CH:16][CH:15]=[CH:14][CH:19]=1)=[O:22])[S:4][CH3:5])=[O:22])[C:14]1[CH:19]=[CH:18][CH:17]=[CH:16][CH:15]=1, predict the reactants needed to synthesize it. The reactants are: [C:1]([S:4][CH3:5])(=[NH:3])[NH2:2].C(N([CH2:11][CH3:12])CC)C.[CH2:13]([O:20][C:21](Cl)=[O:22])[C:14]1[CH:19]=[CH:18][CH:17]=[CH:16][CH:15]=1. (2) The reactants are: [F:1][C:2]([F:25])([F:24])[C:3]1[CH:4]=[C:5]([CH:21]=[CH:22][CH:23]=1)[C:6]([NH:8][C@H:9]1[C:17]2[C:12](=[CH:13][CH:14]=[CH:15][CH:16]=2)[C@@H:11]([C:18](O)=[O:19])[CH2:10]1)=[O:7].C(OC(OC(C)(C)C)=O)(OC(C)(C)C)=O.C(=O)(O)[O-].[NH4+].[N:46]1C=CC=CC=1. Given the product [F:1][C:2]([F:25])([F:24])[C:3]1[CH:4]=[C:5]([CH:21]=[CH:22][CH:23]=1)[C:6]([NH:8][C@H:9]1[C:17]2[C:12](=[CH:13][CH:14]=[CH:15][CH:16]=2)[C@@H:11]([C:18]([NH2:46])=[O:19])[CH2:10]1)=[O:7], predict the reactants needed to synthesize it. (3) The reactants are: [CH:1]1([NH:4][C:5](=[O:49])[NH:6][C:7]2[CH:47]=[CH:46][C:10]([O:11][C:12]3[CH:17]=[CH:16][N:15]=[C:14]4[CH:18]=[C:19]([C:21]5[N:26]=[CH:25][C:24]([CH2:27][N:28]([CH2:40][C:41]([O:43][CH2:44][CH3:45])=[O:42])[CH:29]6[CH2:32][N:31](C(OC(C)(C)C)=O)[CH2:30]6)=[CH:23][CH:22]=5)[S:20][C:13]=34)=[C:9]([F:48])[CH:8]=2)[CH2:3][CH2:2]1.Cl.O1CCOCC1. Given the product [NH:31]1[CH2:30][CH:29]([N:28]([CH2:27][C:24]2[CH:25]=[N:26][C:21]([C:19]3[S:20][C:13]4[C:14](=[N:15][CH:16]=[CH:17][C:12]=4[O:11][C:10]4[CH:46]=[CH:47][C:7]([NH:6][C:5]([NH:4][CH:1]5[CH2:2][CH2:3]5)=[O:49])=[CH:8][C:9]=4[F:48])[CH:18]=3)=[CH:22][CH:23]=2)[CH2:40][C:41]([O:43][CH2:44][CH3:45])=[O:42])[CH2:32]1, predict the reactants needed to synthesize it. (4) Given the product [O:30]=[S:23]1[CH2:22][C:10]2[C:9](=[N:8][N:7]([C:1]3[CH:2]=[CH:3][CH:4]=[CH:5][CH:6]=3)[C:11]=2[NH:12][C:13](=[O:21])[O:14][C:15]2[CH:20]=[CH:19][CH:18]=[CH:17][CH:16]=2)[CH2:24]1, predict the reactants needed to synthesize it. The reactants are: [C:1]1([N:7]2[C:11]([NH:12][C:13](=[O:21])[O:14][C:15]3[CH:20]=[CH:19][CH:18]=[CH:17][CH:16]=3)=[C:10]3[CH2:22][S:23][CH2:24][C:9]3=[N:8]2)[CH:6]=[CH:5][CH:4]=[CH:3][CH:2]=1.ClC1C=C(C=CC=1)C(OO)=[O:30]. (5) Given the product [CH2:18]([C@H:14]([NH:13][C:11]([C:9]1[NH:8][C:5]2=[CH:6][N:7]=[C:2]([Cl:1])[CH:3]=[C:4]2[CH:10]=1)=[O:12])[C:15]([N:28]1[CH2:29][CH2:30][C@H:26]([OH:25])[CH2:27]1)=[O:17])[C:19]1[CH:20]=[CH:21][CH:22]=[CH:23][CH:24]=1, predict the reactants needed to synthesize it. The reactants are: [Cl:1][C:2]1[CH:3]=[C:4]2[CH:10]=[C:9]([C:11]([NH:13][C@@H:14]([CH2:18][C:19]3[CH:24]=[CH:23][CH:22]=[CH:21][CH:20]=3)[C:15]([OH:17])=O)=[O:12])[NH:8][C:5]2=[CH:6][N:7]=1.[OH:25][C@H:26]1[CH2:30][CH2:29][NH:28][CH2:27]1.C1C=CC2N(O)N=NC=2C=1.CCN(C(C)C)C(C)C.CCN=C=NCCCN(C)C.